Dataset: Reaction yield outcomes from USPTO patents with 853,638 reactions. Task: Predict the reaction yield, written as a fraction of the theoretical maximum amount of product (1.0 means a 100% yield; for example, 0.34 means a 34% yield). (1) The reactants are [CH3:1][O:2][C:3]1[CH:4]=[C:5]2[C:10](=[CH:11][C:12]=1[O:13][CH3:14])[N:9]=[CH:8][CH:7]=[C:6]2[O:15][C:16]1[CH:22]=[CH:21][C:19]([NH2:20])=[CH:18][CH:17]=1.ClC(Cl)(O[C:27](=[O:33])[O:28][C:29](Cl)(Cl)Cl)Cl.[Cl:35][C:36]1[CH:41]=[CH:40][C:39](CO)=[CH:38][CH:37]=1.C(=O)(O)[O-].[Na+]. The yield is 0.860. The product is [CH3:1][O:2][C:3]1[CH:4]=[C:5]2[C:10](=[CH:11][C:12]=1[O:13][CH3:14])[N:9]=[CH:8][CH:7]=[C:6]2[O:15][C:16]1[CH:22]=[CH:21][C:19]([NH:20][C:27](=[O:33])[O:28][CH2:29][C:39]2[CH:40]=[CH:41][C:36]([Cl:35])=[CH:37][CH:38]=2)=[CH:18][CH:17]=1. The catalyst is C(Cl)Cl.C(N(CC)CC)C.C1(C)C=CC=CC=1. (2) The reactants are [N:1]1[CH:6]=[CH:5][C:4]([N:7]2[C:15]3[C:10](=[CH:11][C:12]4[CH2:24][C:19]5(OCC[O:20]5)[CH2:18][CH2:17][CH2:16][C:13]=4[CH:14]=3)[CH:9]=[N:8]2)=[CH:3][CH:2]=1.O.CC1C=CC(S(O)(=O)=O)=CC=1. The catalyst is CC(C)=O. The product is [N:1]1[CH:6]=[CH:5][C:4]([N:7]2[C:15]3[C:10](=[CH:11][C:12]4[CH2:24][C:19](=[O:20])[CH2:18][CH2:17][CH2:16][C:13]=4[CH:14]=3)[CH:9]=[N:8]2)=[CH:3][CH:2]=1. The yield is 0.950. (3) The reactants are [Si:1]([O:8][CH2:9][C:10]#[C:11][CH2:12]O)([C:4]([CH3:7])([CH3:6])[CH3:5])([CH3:3])[CH3:2].N1C=CN=C1.[I:19]I.C1(P(C2C=CC=CC=2)C2C=CC=CC=2)C=CC=CC=1. The catalyst is ClCCl. The product is [Si:1]([O:8][CH2:9][C:10]#[C:11][CH2:12][I:19])([C:4]([CH3:7])([CH3:6])[CH3:5])([CH3:3])[CH3:2]. The yield is 0.710. (4) The reactants are Br[C:2]1[CH:7]=[CH:6][C:5]([F:8])=[C:4]([O:9][CH3:10])[CH:3]=1.[Li]CCCC.[B:16](OC)([O:19]C)[O:17]C. The catalyst is C1COCC1. The product is [CH3:10][O:9][C:4]1[CH:3]=[C:2]([B:16]([OH:19])[OH:17])[CH:7]=[CH:6][C:5]=1[F:8]. The yield is 0.350. (5) The reactants are [C:1](OC1C=CC2C=C(C)SC=2C=1)(=[O:3])C.C(Cl)(=O)C(Cl)=O.[Al+3].[Cl-].[Cl-].[Cl-].C[O:26][C:27]1[CH:28]=[CH:29][C:30]2[C:34]([C:35](Cl)=[O:36])=[C:33]([CH3:38])[S:32][C:31]=2[CH:39]=1.C([O-])([O-])=O.[K+].[K+]. The catalyst is CO. The product is [OH:26][C:27]1[CH:28]=[CH:29][C:30]2[C:34]([C:35]([O:3][CH3:1])=[O:36])=[C:33]([CH3:38])[S:32][C:31]=2[CH:39]=1. The yield is 0.870. (6) The reactants are [O:1]1[CH2:6][CH2:5][N:4]([C:7]2[N:12]=[C:11]([C:13]3[C:21]4[C:16](=[CH:17][CH:18]=[C:19]([C:22]5[S:23][CH:24]=[N:25][N:26]=5)[CH:20]=4)[N:15](C(OC(C)(C)C)=O)[CH:14]=3)[CH:10]=[CH:9][CH:8]=2)[CH2:3][CH2:2]1.C(O)(C(F)(F)F)=O. The catalyst is C(Cl)Cl. The product is [S:23]1[CH:24]=[N:25][N:26]=[C:22]1[C:19]1[CH:20]=[C:21]2[C:16](=[CH:17][CH:18]=1)[NH:15][CH:14]=[C:13]2[C:11]1[N:12]=[C:7]([N:4]2[CH2:5][CH2:6][O:1][CH2:2][CH2:3]2)[CH:8]=[CH:9][CH:10]=1. The yield is 0.504. (7) The yield is 0.290. No catalyst specified. The reactants are [S:1]1[CH2:5][CH2:4][N:3]([C:6]([N:8]2[CH2:13][CH:12]([C:14]3[CH:19]=[CH:18][C:17]([C:20]([F:23])([F:22])[F:21])=[CH:16][CH:15]=3)[CH2:11][CH:10]([C:24](O)=[O:25])[CH2:9]2)=[O:7])[CH2:2]1.O[N:28]=[C:29]([NH2:31])[CH3:30]. The product is [CH3:30][C:29]1[N:31]=[C:24]([CH:10]2[CH2:11][CH:12]([C:14]3[CH:15]=[CH:16][C:17]([C:20]([F:22])([F:23])[F:21])=[CH:18][CH:19]=3)[CH2:13][N:8]([C:6]([N:3]3[CH2:4][CH2:5][S:1][CH2:2]3)=[O:7])[CH2:9]2)[O:25][N:28]=1. (8) The reactants are [CH3:1][C:2]1[CH:7]=[CH:6][C:5]([C:8]2[CH:13]=[CH:12][CH:11]=[CH:10][C:9]=2[C:14]2[NH:18][N:17]=[N:16][N:15]=2)=[CH:4][CH:3]=1.[C:19](Cl)([C:32]1[CH:37]=[CH:36][CH:35]=[CH:34][CH:33]=1)([C:26]1[CH:31]=[CH:30][CH:29]=[CH:28][CH:27]=1)[C:20]1[CH:25]=[CH:24][CH:23]=[CH:22][CH:21]=1.C(N(CC)CC)C. The catalyst is ClCCl. The product is [CH3:1][C:2]1[CH:7]=[CH:6][C:5]([C:8]2[CH:13]=[CH:12][CH:11]=[CH:10][C:9]=2[C:14]2[N:15]([C:19]([C:20]3[CH:25]=[CH:24][CH:23]=[CH:22][CH:21]=3)([C:32]3[CH:33]=[CH:34][CH:35]=[CH:36][CH:37]=3)[C:26]3[CH:27]=[CH:28][CH:29]=[CH:30][CH:31]=3)[N:16]=[N:17][N:18]=2)=[CH:4][CH:3]=1. The yield is 0.960. (9) The reactants are [Br:1][C:2]1[CH:7]=[CH:6][C:5](B(O)O)=[CH:4][CH:3]=1.C[Si](C)(C)[N-][Si](C)(C)C.[Na+].N[C@@H]1C[CH2:26][CH2:25][CH2:24][C@H:23]1[OH:28].N#N.IC1CCOC1.Cl. The catalyst is CC(O)C.[Ni](I)I. The product is [Br:1][C:2]1[CH:7]=[CH:6][C:5]([CH:25]2[CH2:24][CH2:23][O:28][CH2:26]2)=[CH:4][CH:3]=1. The yield is 0.510.